The task is: Predict which catalyst facilitates the given reaction.. This data is from Catalyst prediction with 721,799 reactions and 888 catalyst types from USPTO. (1) Product: [Cl:1][C:2]1[CH:7]=[CH:6][C:5]([S:8]([N:11]2[CH2:16][CH2:15][CH2:14][C@@H:13]([NH:17][C:18]3[N:23]=[C:22]([C:24]4[N:31]5[C:27]([S:28][CH:29]=[CH:30]5)=[N:26][C:25]=4[C:32]4[CH:33]=[C:34]([C:35](=[O:36])[CH3:44])[CH:41]=[CH:42][CH:43]=4)[CH:21]=[CH:20][N:19]=3)[CH2:12]2)(=[O:9])=[O:10])=[CH:4][CH:3]=1. Reactant: [Cl:1][C:2]1[CH:7]=[CH:6][C:5]([S:8]([N:11]2[CH2:16][CH2:15][CH2:14][C@@H:13]([NH:17][C:18]3[N:23]=[C:22]([C:24]4[N:31]5[C:27]([S:28][CH:29]=[CH:30]5)=[N:26][C:25]=4[C:32]4[CH:33]=[C:34]([CH:41]=[CH:42][CH:43]=4)[C:35](N(OC)C)=[O:36])[CH:21]=[CH:20][N:19]=3)[CH2:12]2)(=[O:10])=[O:9])=[CH:4][CH:3]=1.[CH3:44][Mg]Cl. The catalyst class is: 7. (2) Reactant: [CH3:1][P:2](=[O:15])([C:9]1[CH:14]=[CH:13][CH:12]=[CH:11][CH:10]=1)[C:3]1[CH:8]=[CH:7][CH:6]=[CH:5][CH:4]=1.[Li]CCCC.CN([CH:24]=[O:25])C. Product: [C:3]1([P:2]([CH2:1][CH:24]=[O:25])([C:9]2[CH:10]=[CH:11][CH:12]=[CH:13][CH:14]=2)=[O:15])[CH:8]=[CH:7][CH:6]=[CH:5][CH:4]=1. The catalyst class is: 1. (3) Reactant: CCN(C(C)C)C(C)C.Cl.Cl.[CH3:12][C@H:13]1[C:21]2[C:20]([N:22]3[CH2:27][CH2:26][NH:25][CH2:24][CH2:23]3)=[N:19][CH:18]=[N:17][C:16]=2[C:15]([CH3:29])([OH:28])[CH2:14]1.[C:30]([O:34][C:35]([N:37]([CH:50]([CH3:52])[CH3:51])[CH2:38][CH:39]([C:43]1[CH:48]=[CH:47][C:46]([Cl:49])=[CH:45][CH:44]=1)[C:40](O)=[O:41])=[O:36])([CH3:33])([CH3:32])[CH3:31]. Product: [Cl:49][C:46]1[CH:47]=[CH:48][C:43]([CH:39]([C:40]([N:25]2[CH2:24][CH2:23][N:22]([C:20]3[C:21]4[C@H:13]([CH3:12])[CH2:14][C:15]([OH:28])([CH3:29])[C:16]=4[N:17]=[CH:18][N:19]=3)[CH2:27][CH2:26]2)=[O:41])[CH2:38][N:37]([CH:50]([CH3:51])[CH3:52])[C:35](=[O:36])[O:34][C:30]([CH3:32])([CH3:31])[CH3:33])=[CH:44][CH:45]=1. The catalyst class is: 2. (4) Reactant: [C:1]([O:5][C:6]([N:8]1[CH2:12][CH2:11][C@@H:10](O)[C@H:9]1[C:14]([O:16][CH2:17][C:18]1[CH:23]=[CH:22][CH:21]=[CH:20][CH:19]=1)=[O:15])=[O:7])([CH3:4])([CH3:3])[CH3:2].CCN(S(F)(F)[F:30])CC. The catalyst class is: 2. Product: [C:1]([O:5][C:6]([N:8]1[CH2:12][CH2:11][C@@H:10]([F:30])[C@H:9]1[C:14]([O:16][CH2:17][C:18]1[CH:23]=[CH:22][CH:21]=[CH:20][CH:19]=1)=[O:15])=[O:7])([CH3:4])([CH3:3])[CH3:2]. (5) Reactant: [NH2:1][C:2]1[CH:6]=[CH:5][S:4][C:3]=1[C:7]([O:9]C)=[O:8].[O:11](C(OC(C)(C)C)=O)[C:12]([O:14][C:15]([CH3:18])([CH3:17])[CH3:16])=O. Product: [C:15]([O:14][C:12]([NH:1][C:2]1[CH:6]=[CH:5][S:4][C:3]=1[C:7]([OH:9])=[O:8])=[O:11])([CH3:18])([CH3:17])[CH3:16]. The catalyst class is: 172. (6) Reactant: [O:1]=[C:2]1[CH2:6][CH2:5][CH2:4][CH:3]1[CH2:7][CH:8]([NH:13][C:14](=[O:22])[CH2:15][C:16]1[CH:21]=[CH:20][CH:19]=[CH:18][CH:17]=1)[C:9]([O:11]C)=[O:10].[OH-].[Na+].Cl. Product: [O:1]=[C:2]1[CH2:6][CH2:5][CH2:4][CH:3]1[CH2:7][CH:8]([NH:13][C:14](=[O:22])[CH2:15][C:16]1[CH:17]=[CH:18][CH:19]=[CH:20][CH:21]=1)[C:9]([OH:11])=[O:10]. The catalyst class is: 6. (7) Reactant: C([BH-](CC)CC)C.[Li+].C([O:11][C:12]([C@@H:14]1[N:18]([CH3:19])[C:17](=[O:20])[CH2:16][C@@H:15]1[C:21]1[CH:26]=[CH:25][CH:24]=[CH:23][CH:22]=1)=O)C.Cl.C(=O)([O-])[O-].[K+].[K+]. Product: [OH:11][CH2:12][CH:14]1[N:18]([CH3:19])[C:17](=[O:20])[CH2:16][CH:15]1[C:21]1[CH:26]=[CH:25][CH:24]=[CH:23][CH:22]=1. The catalyst class is: 7. (8) Reactant: [CH3:1][C:2]1([CH3:36])[CH2:7][NH:6][CH2:5][CH2:4][N:3]1[CH2:8][C:9]1[N:10]([CH3:35])[C:11]2[C:16]([N:17]=1)=[C:15]([N:18]1[CH2:23][CH2:22][O:21][CH2:20][CH2:19]1)[N:14]=[C:13]([N:24]1[C:28]3[CH:29]=[CH:30][CH:31]=[CH:32][C:27]=3[N:26]=[C:25]1[CH2:33][CH3:34])[N:12]=2.[C:37](O)(=[O:41])[C@H:38]([CH3:40])[OH:39].CN(C(ON1N=NC2C=CC=NC1=2)=[N+](C)C)C.F[P-](F)(F)(F)(F)F.CCN(C(C)C)C(C)C. Product: [CH2:33]([C:25]1[N:24]([C:13]2[N:12]=[C:11]3[C:16]([N:17]=[C:9]([CH2:8][N:3]4[CH2:4][CH2:5][N:6]([C:37](=[O:41])[C@@H:38]([OH:39])[CH3:40])[CH2:7][C:2]4([CH3:1])[CH3:36])[N:10]3[CH3:35])=[C:15]([N:18]3[CH2:23][CH2:22][O:21][CH2:20][CH2:19]3)[N:14]=2)[C:28]2[CH:29]=[CH:30][CH:31]=[CH:32][C:27]=2[N:26]=1)[CH3:34]. The catalyst class is: 2.